This data is from Forward reaction prediction with 1.9M reactions from USPTO patents (1976-2016). The task is: Predict the product of the given reaction. Given the reactants [Br:1][C:2]1[CH:10]=[CH:9][CH:8]=[C:7]2[C:3]=1[C:4]1([C:16]3=[CH:17][C:18]4[O:22][CH2:21][O:20][C:19]=4[CH:23]=[C:15]3[O:14][CH2:13]1)[C:5](=[O:12])[N:6]2[CH3:11], predict the reaction product. The product is: [Br:1][C:2]1[CH:10]=[CH:9][CH:8]=[C:7]2[C:3]=1[C@:4]1([C:16]3=[CH:17][C:18]4[O:22][CH2:21][O:20][C:19]=4[CH:23]=[C:15]3[O:14][CH2:13]1)[C:5](=[O:12])[N:6]2[CH3:11].